This data is from Forward reaction prediction with 1.9M reactions from USPTO patents (1976-2016). The task is: Predict the product of the given reaction. (1) Given the reactants [CH3:1][O:2][C:3]1[CH:4]=[C:5]2[C:9](=[CH:10][CH:11]=1)[N:8](C(OC(C)(C)C)=O)[C:7]([C:19]1[CH:20]=[N:21][C:22]([NH:25][CH3:26])=[CH:23][CH:24]=1)=[CH:6]2.C(O)(C(F)(F)F)=O.C([O-])(O)=O.[Na+].CCOC(C)=O, predict the reaction product. The product is: [CH3:1][O:2][C:3]1[CH:4]=[C:5]2[C:9](=[CH:10][CH:11]=1)[NH:8][C:7]([C:19]1[CH:24]=[CH:23][C:22]([NH:25][CH3:26])=[N:21][CH:20]=1)=[CH:6]2. (2) The product is: [CH3:1][C:2]1[CH:7]=[C:6]([N:8]2[CH:12]=[C:11]([C:13]([F:16])([F:15])[F:14])[CH:10]=[N:9]2)[CH:5]=[CH:4][C:3]=1[O:17][CH:19]([C:23]1[CH:33]=[CH:32][C:26]([C:27]([O:29][CH2:30][CH3:31])=[O:28])=[CH:25][CH:24]=1)[CH2:20][CH2:21][CH3:22]. Given the reactants [CH3:1][C:2]1[CH:7]=[C:6]([N:8]2[CH:12]=[C:11]([C:13]([F:16])([F:15])[F:14])[CH:10]=[N:9]2)[CH:5]=[CH:4][C:3]=1[OH:17].O[CH:19]([C:23]1[CH:33]=[CH:32][C:26]([C:27]([O:29][CH2:30][CH3:31])=[O:28])=[CH:25][CH:24]=1)[CH2:20][CH2:21][CH3:22].C1(P(C2C=CC=CC=2)C2C=CC=CC=2)C=CC=CC=1.N(C(OCC=[N+]=[N-])=O)=NC([O-])=O, predict the reaction product.